This data is from Experimentally validated miRNA-target interactions with 360,000+ pairs, plus equal number of negative samples. The task is: Binary Classification. Given a miRNA mature sequence and a target amino acid sequence, predict their likelihood of interaction. (1) The miRNA is mmu-miR-471-5p with sequence UACGUAGUAUAGUGCUUUUCAC. The protein sequence of the target gene is MQMSYAIRCAFYQLLLAALMLVAMLQLLYLSLLSGLHGQEEQEQYFEFFPPSPRSVDQVKSQLRTALASGGVLDASGDYRVYRGLLKTTMDPNDVILATHASVDNLLHLSGLLERWEGPLSVSVFAATKEEAQLATVLAYALSSHCPEMRARVAMHLVCPSRYEAAVPDPREPGEFALLRSCQEVFDKLARVAQPGINYALGTNTSYPNNLLRNLAREEANYALVIDVDMVPSEGLWRGLREMLDQSNHWDGTALVVPAFEIRRSRRMPMNKNELVQLYQVGEVRPFYYGLCTPCHAPTN.... Result: 0 (no interaction). (2) The miRNA is hsa-miR-18a-3p with sequence ACUGCCCUAAGUGCUCCUUCUGG. The protein sequence of the target gene is MADFLPSRSVLSVCFPGCLLTSGEAEQQRKSKEIDKCLSREKTYVKRLVKILLLGAGESGKSTFLKQMRIIHGQDFDQRAREEFRPTIYSNVIKGMRVLVDAREKLHIPWGDNSNQQHGDKMMSFDTRAPMAAQGMVETRVFLQYLPAIRALWADSGIQNAYDRRREFQLGESVKYFLDNLDKLGEPDYIPSQQDILLARRPTKGIHEYDFEIKNVPFKMVDVGGQRSERKRWFECFDSVTSILFLVSSSEFDQVLMEDRLTNRLTESLNIFETIVNNRVFSNVSIILFLNKTDLLEEKV.... Result: 1 (interaction).